Predict the reactants needed to synthesize the given product. From a dataset of Full USPTO retrosynthesis dataset with 1.9M reactions from patents (1976-2016). Given the product [N:14]1[S:15][N:16]=[C:12]2[CH:11]=[C:10]([NH:9][C:4]3[N:5]=[CH:6][CH:7]=[CH:8][C:3]=3[CH:2]=[O:1])[CH:18]=[CH:17][C:13]=12, predict the reactants needed to synthesize it. The reactants are: [OH:1][CH2:2][C:3]1[C:4]([NH:9][C:10]2[CH:18]=[CH:17][C:13]3=[N:14][S:15][N:16]=[C:12]3[CH:11]=2)=[N:5][CH:6]=[CH:7][CH:8]=1.